Dataset: Forward reaction prediction with 1.9M reactions from USPTO patents (1976-2016). Task: Predict the product of the given reaction. (1) Given the reactants [C:1]1([OH:7])[CH:6]=[CH:5][CH:4]=[CH:3][CH:2]=1.[OH-].[Na+].C=O.[Cl-], predict the reaction product. The product is: [CH2:1]=[O:7].[C:1]1([OH:7])[CH:6]=[CH:5][CH:4]=[CH:3][CH:2]=1. (2) The product is: [F:52][C:53]1([F:57])[CH2:56][N:55]([C:24]([C:8]2[CH:7]=[C:6]3[C:11](=[CH:10][CH:9]=2)[NH:12][C:13]2[CH:14]=[C:15]([C:17]4[C:18]([CH3:23])=[N:19][O:20][C:21]=4[CH3:22])[CH:16]=[C:4]([C:1]([NH2:2])=[O:3])[C:5]3=2)=[O:26])[CH2:54]1. Given the reactants [C:1]([C:4]1[CH:16]=[C:15]([C:17]2[C:18]([CH3:23])=[N:19][O:20][C:21]=2[CH3:22])[CH:14]=[C:13]2[C:5]=1[C:6]1[CH:7]=[C:8]([C:24]([OH:26])=O)[CH:9]=[CH:10][C:11]=1[NH:12]2)(=[O:3])[NH2:2].CN(C(ON1N=NC2C=CC(=CC1=2)Cl)=[N+](C)C)C.F[P-](F)(F)(F)(F)F.[F:52][C:53]1([F:57])[CH2:56][NH:55][CH2:54]1.O, predict the reaction product. (3) Given the reactants [NH2:1][C:2]1[CH:10]=[C:9]([Cl:11])[C:8]([O:12][CH3:13])=[CH:7][C:3]=1[C:4]([OH:6])=[O:5].[CH2:14](OC(=O)C1C=CC(Br)=C(C(F)(F)F)C=1)[CH3:15], predict the reaction product. The product is: [NH2:1][C:2]1[CH:10]=[C:9]([Cl:11])[C:8]([O:12][CH3:13])=[CH:7][C:3]=1[C:4]([O:6][CH2:14][CH3:15])=[O:5]. (4) Given the reactants [CH2:1]([O:4][C:5]1[CH:15]=[CH:14][CH:13]=[CH:12][C:6]=1[C:7]([O:9]CC)=[O:8])[CH:2]=[CH2:3].[OH-].[Na+].Cl, predict the reaction product. The product is: [CH2:1]([O:4][C:5]1[CH:15]=[CH:14][CH:13]=[CH:12][C:6]=1[C:7]([OH:9])=[O:8])[CH:2]=[CH2:3]. (5) Given the reactants [H-].[Na+].[CH3:3][N:4]1[CH2:17][C:9]2=[C:10]3[C:14](=[CH:15][CH:16]=[C:8]2[O:7][CH2:6][CH2:5]1)[NH:13][CH:12]=[CH:11]3.[C:18]([C:20]1[CH:25]=[CH:24][CH:23]=[CH:22][C:21]=1[S:26](Cl)(=[O:28])=[O:27])#[N:19].O, predict the reaction product. The product is: [CH3:3][N:4]1[CH2:17][C:9]2=[C:10]3[C:14](=[CH:15][CH:16]=[C:8]2[O:7][CH2:6][CH2:5]1)[N:13]([S:26]([C:21]1[CH:22]=[CH:23][CH:24]=[CH:25][C:20]=1[C:18]#[N:19])(=[O:28])=[O:27])[CH:12]=[CH:11]3. (6) Given the reactants [CH:1]1([C:5]([OH:7])=O)[CH2:4][CH2:3][CH2:2]1.C[O:9][C:10](=[O:15])[CH2:11]C([O-])=O.[K+].[Cl-].[Mg+2].[Cl-].Cl, predict the reaction product. The product is: [CH:1]1([C:5](=[O:7])[CH2:11][C:10]([OH:15])=[O:9])[CH2:2][CH2:3][CH2:4]1. (7) Given the reactants I[C:2]1[C:10]2[C:5](=[N:6][CH:7]=[N:8][C:9]=2[NH2:11])[N:4]([C@H:12]2[CH2:17][CH2:16][C@H:15]([N:18]3[CH2:23][CH2:22][N:21]([CH3:24])[CH2:20][CH2:19]3)[CH2:14][CH2:13]2)[N:3]=1.[F:25][C:26]1[CH:31]=[C:30](B2OC(C)(C)C(C)(C)O2)[CH:29]=[CH:28][C:27]=1[NH:41][C:42]1[O:43][C:44]2[CH:50]=[CH:49][CH:48]=[CH:47][C:45]=2[N:46]=1, predict the reaction product. The product is: [NH2:11][C:9]1[N:8]=[CH:7][N:6]=[C:5]2[N:4]([C@H:12]3[CH2:17][CH2:16][C@H:15]([N:18]4[CH2:23][CH2:22][N:21]([CH3:24])[CH2:20][CH2:19]4)[CH2:14][CH2:13]3)[N:3]=[C:2]([C:30]3[CH:29]=[CH:28][C:27]([NH:41][C:42]4[O:43][C:44]5[CH:50]=[CH:49][CH:48]=[CH:47][C:45]=5[N:46]=4)=[C:26]([F:25])[CH:31]=3)[C:10]=12. (8) Given the reactants [Li+].[OH-].[CH3:3][C:4]1[CH:9]=[CH:8][CH:7]=[C:6]([CH3:10])[C:5]=1[NH:11][C:12]([NH:14][C:15]1[C:16]([C:25]([N:27]([CH3:33])[CH2:28][C:29]([O:31]C)=[O:30])=[O:26])=[CH:17][C:18]2[C:23]([CH:24]=1)=[CH:22][CH:21]=[CH:20][CH:19]=2)=[O:13].Cl.C(OCC)(=O)C, predict the reaction product. The product is: [CH3:3][C:4]1[CH:9]=[CH:8][CH:7]=[C:6]([CH3:10])[C:5]=1[NH:11][C:12]([NH:14][C:15]1[C:16]([C:25]([N:27]([CH3:33])[CH2:28][C:29]([OH:31])=[O:30])=[O:26])=[CH:17][C:18]2[C:23]([CH:24]=1)=[CH:22][CH:21]=[CH:20][CH:19]=2)=[O:13]. (9) The product is: [CH2:15]([N:7]1[C:8]2[C:13](=[CH:12][CH:11]=[CH:10][CH:9]=2)[CH2:14][CH:5]([CH2:3][OH:2])[CH2:6]1)[CH3:16]. Given the reactants C[O:2][C:3]([CH:5]1[CH2:14][C:13]2[C:8](=[CH:9][CH:10]=[CH:11][CH:12]=2)[N:7]([CH2:15][CH3:16])[CH2:6]1)=O.[H-].[H-].[H-].[H-].[Li+].[Al+3].CCOC(C)=O.CCCCCC, predict the reaction product. (10) Given the reactants Cl[C:2]1[NH:3][C:4](=[O:13])[C:5]2[C:10]([CH:11]=1)=[C:9]([F:12])[CH:8]=[CH:7][CH:6]=2.[CH3:14][N:15]([CH3:22])[CH:16]1[CH2:21][CH2:20][NH:19][CH2:18][CH2:17]1, predict the reaction product. The product is: [F:12][C:9]1[CH:8]=[CH:7][CH:6]=[C:5]2[C:10]=1[CH:11]=[C:2]([N:19]1[CH2:20][CH2:21][CH:16]([N:15]([CH3:22])[CH3:14])[CH2:17][CH2:18]1)[NH:3][C:4]2=[O:13].